This data is from Forward reaction prediction with 1.9M reactions from USPTO patents (1976-2016). The task is: Predict the product of the given reaction. (1) Given the reactants [C:1]([C:3]1[C:4]([N:15]2[CH2:20][CH2:19][CH:18]([C:21]([OH:23])=O)[CH2:17][CH2:16]2)=[N:5][C:6]([CH3:14])=[C:7]([C:9]([O:11][CH2:12][CH3:13])=[O:10])[CH:8]=1)#[N:2].CN(C(ON1N=NC2C=CC=CC1=2)=[N+](C)C)C.[B-](F)(F)(F)F.CCN(C(C)C)C(C)C.[Cl:55][C:56]1[S:60][CH:59]=[C:58]([S:61]([NH2:64])(=[O:63])=[O:62])[CH:57]=1.OS([O-])(=O)=O.[K+], predict the reaction product. The product is: [Cl:55][C:56]1[S:60][CH:59]=[C:58]([S:61]([NH:64][C:21]([CH:18]2[CH2:17][CH2:16][N:15]([C:4]3[C:3]([C:1]#[N:2])=[CH:8][C:7]([C:9]([O:11][CH2:12][CH3:13])=[O:10])=[C:6]([CH3:14])[N:5]=3)[CH2:20][CH2:19]2)=[O:23])(=[O:63])=[O:62])[CH:57]=1. (2) Given the reactants [Cl:1][CH2:2][CH2:3][C:4](Cl)=[O:5].[CH2:7]1[C:16]2[C:11](=[CH:12][CH:13]=[CH:14][CH:15]=2)[CH2:10][CH2:9][NH:8]1, predict the reaction product. The product is: [Cl:1][CH2:2][CH2:3][C:4]([N:8]1[CH2:9][CH2:10][C:11]2[C:16](=[CH:15][CH:14]=[CH:13][CH:12]=2)[CH2:7]1)=[O:5]. (3) The product is: [CH3:16][C:12]1([CH3:17])[O:11][C@:10]2([CH3:18])[CH2:9][C@@H:8]([CH2:7][OH:6])[O:15][CH:14]2[O:13]1. Given the reactants C([Si](C1C=CC=CC=1)(C1C=CC=CC=1)[O:6][CH2:7][C@H:8]1[O:15][CH:14]2[C@:10]([CH3:18])([O:11][C:12]([CH3:17])([CH3:16])[O:13]2)[CH2:9]1)(C)(C)C.CCCC[N+](CCCC)(CCCC)CCCC.[F-], predict the reaction product. (4) The product is: [CH2:1]([O:4][C:5]1[CH:10]=[C:9]([O:11][CH2:12][CH:13]=[CH2:14])[C:8]([CH2:15][C:16]#[C:17][CH3:18])=[CH:7][C:6]=1[C:19]1[N:20]([C:21]2[CH:26]=[CH:25][C:24]([CH2:35][N:42]3[CH2:46][CH2:45][O:50][CH2:47][CH2:43]3)=[CH:23][CH:22]=2)[C:54](=[O:53])[NH:34][N:33]=1)[CH:2]=[CH2:3]. Given the reactants [CH2:1]([O:4][C:5]1[CH:10]=[C:9]([O:11][CH2:12][CH:13]=[CH2:14])[C:8]([CH2:15][C:16]#[C:17][CH3:18])=[CH:7][C:6]=1[C:19](=[N:33][NH2:34])[NH:20][C:21]1[CH:26]=[CH:25][C:24](N2CCOCC2)=[CH:23][CH:22]=1)[CH:2]=[CH2:3].[C:35]([N:42]1[CH:46]=[CH:45]N=[CH:43]1)(N1C=CN=C1)=O.[C:47](=[O:50])([O-])[O-].[Na+].[Na+].[O:53]1CCC[CH2:54]1, predict the reaction product. (5) Given the reactants N[C:2]1[CH:7]=[CH:6][C:5]([C:8]2[CH2:12][C:11]([C:17]3[CH:22]=[C:21]([Cl:23])[CH:20]=[C:19]([Cl:24])[CH:18]=3)([C:13]([F:16])([F:15])[F:14])[O:10][N:9]=2)=[CH:4][C:3]=1[CH3:25].N([O-])=O.[Na+].[BrH:30], predict the reaction product. The product is: [Br:30][C:2]1[CH:7]=[CH:6][C:5]([C:8]2[CH2:12][C:11]([C:17]3[CH:22]=[C:21]([Cl:23])[CH:20]=[C:19]([Cl:24])[CH:18]=3)([C:13]([F:16])([F:15])[F:14])[O:10][N:9]=2)=[CH:4][C:3]=1[CH3:25]. (6) Given the reactants [ClH:1].Cl.[N:3]1([C:7]2[N:12]=[CH:11][C:10]([C:13]3([C:16]([OH:18])=O)[CH2:15][CH2:14]3)=[CH:9][CH:8]=2)[CH2:6][CH2:5][CH2:4]1.S(Cl)([Cl:21])=O, predict the reaction product. The product is: [ClH:21].[ClH:1].[N:3]1([C:7]2[N:12]=[CH:11][C:10]([C:13]3([C:16]([Cl:21])=[O:18])[CH2:15][CH2:14]3)=[CH:9][CH:8]=2)[CH2:6][CH2:5][CH2:4]1. (7) Given the reactants [CH3:1][C:2]1[CH:9]=[CH:8][C:5]([C:6]#[N:7])=[CH:4][CH:3]=1.[C:10]1([CH3:18])[CH:15]=[CH:14][C:13]([Mg]Br)=[CH:12][CH:11]=1, predict the reaction product. The product is: [C:2]1([CH3:1])[CH:9]=[CH:8][C:5]([CH:6]([C:13]2[CH:14]=[CH:15][C:10]([CH3:18])=[CH:11][CH:12]=2)[NH2:7])=[CH:4][CH:3]=1. (8) Given the reactants C[O:2][C:3](=[O:40])[C@H:4]([NH:12][C:13](=[O:39])[C:14]1[CH:19]=[CH:18][C:17]([C:20]2[C:24]([NH:25][C:26]([O:28][C@@H:29]([C:31]3[CH:36]=[CH:35][CH:34]=[CH:33][CH:32]=3)[CH3:30])=[O:27])=[C:23]([CH3:37])[N:22]([CH3:38])[N:21]=2)=[CH:16][CH:15]=1)[CH2:5][C:6]1[CH:11]=[CH:10][CH:9]=[CH:8][CH:7]=1.[OH-].[Li+].Cl, predict the reaction product. The product is: [CH3:38][N:22]1[C:23]([CH3:37])=[C:24]([NH:25][C:26]([O:28][C@@H:29]([C:31]2[CH:32]=[CH:33][CH:34]=[CH:35][CH:36]=2)[CH3:30])=[O:27])[C:20]([C:17]2[CH:16]=[CH:15][C:14]([C:13]([NH:12][C@H:4]([CH2:5][C:6]3[CH:11]=[CH:10][CH:9]=[CH:8][CH:7]=3)[C:3]([OH:40])=[O:2])=[O:39])=[CH:19][CH:18]=2)=[N:21]1. (9) The product is: [CH2:9]([O:8][C:3]1[CH:4]=[CH:5][CH:6]=[CH:7][C:2]=1[B:22]([OH:23])[OH:21])[CH2:10][CH:11]([CH3:13])[CH3:12]. Given the reactants Br[C:2]1[CH:7]=[CH:6][CH:5]=[CH:4][C:3]=1[O:8][CH2:9][CH2:10][CH:11]([CH3:13])[CH3:12].C([Li])CCC.C([O:21][B:22](OCC)[O:23]CC)C, predict the reaction product. (10) Given the reactants [NH2:1][CH:2]1[CH2:7][CH2:6][CH:5]([NH:8][C:9]2[N:17]=[C:16]3[C:12]([N:13]=[CH:14][NH:15]3)=[C:11]([NH:18][C:19]3[CH:24]=[CH:23][C:22]([C:25]([N:27]4[CH2:32][CH2:31][CH2:30][CH2:29][CH2:28]4)=[O:26])=[CH:21][CH:20]=3)[N:10]=2)[CH2:4][CH2:3]1.P([O-])([O-])([O-])=O.[K+].[K+].[K+].CNCCNC.I[C:48]1[CH:53]=[CH:52][CH:51]=[CH:50][CH:49]=1, predict the reaction product. The product is: [NH2:1][CH:2]1[CH2:3][CH2:4][CH:5]([NH:8][C:9]2[N:17]=[C:16]3[C:12]([N:13]=[CH:14][N:15]3[C:48]3[CH:53]=[CH:52][CH:51]=[CH:50][CH:49]=3)=[C:11]([NH:18][C:19]3[CH:24]=[CH:23][C:22]([C:25]([N:27]4[CH2:32][CH2:31][CH2:30][CH2:29][CH2:28]4)=[O:26])=[CH:21][CH:20]=3)[N:10]=2)[CH2:6][CH2:7]1.